Predict the product of the given reaction. From a dataset of Forward reaction prediction with 1.9M reactions from USPTO patents (1976-2016). (1) Given the reactants [CH2:1]([C:4]1[C:12]2[O:11][N:10]=[C:9]([C:13]([F:16])([F:15])[F:14])[C:8]=2[CH:7]=[CH:6][C:5]=1[O:17][CH2:18][CH2:19][CH2:20][NH:21][CH3:22])[CH2:2][CH3:3].O=C(Cl)[O:25][C:26](Cl)(Cl)Cl.CC[N:33](CC)CC.[OH-].[NH4+], predict the reaction product. The product is: [CH3:22][N:21]([CH2:20][CH2:19][CH2:18][O:17][C:5]1[CH:6]=[CH:7][C:8]2[C:9]([C:13]([F:15])([F:14])[F:16])=[N:10][O:11][C:12]=2[C:4]=1[CH2:1][CH2:2][CH3:3])[C:26]([NH2:33])=[O:25]. (2) The product is: [CH3:39][CH:37]1[CH2:38][C:33](=[O:32])[CH:34]=[C:35]([B:9]2[O:10][C:11]([CH3:16])([CH3:17])[C:12]([CH3:14])([CH3:15])[O:13]2)[CH2:36]1. Given the reactants [CH3:16][C:11]1([CH3:17])[C:12]([CH3:15])([CH3:14])[O:13][B:9]([B:9]2[O:13][C:12]([CH3:15])([CH3:14])[C:11]([CH3:17])([CH3:16])[O:10]2)[O:10]1.C([O-])(=O)C.[K+].C(Cl)Cl.FC(F)(F)S([O:32][C:33]1[CH2:38][CH:37]([CH3:39])[CH2:36][C:35](=O)[CH:34]=1)(=O)=O, predict the reaction product. (3) Given the reactants [CH3:1][N:2]1[CH2:7][CH:6]=[C:5]([C:8]2[CH:9]=[C:10]([NH2:18])[CH:11]=[C:12]([C:14]([F:17])([F:16])[F:15])[CH:13]=2)[CH2:4][CH2:3]1, predict the reaction product. The product is: [CH3:1][N:2]1[CH2:3][CH2:4][CH:5]([C:8]2[CH:9]=[C:10]([NH2:18])[CH:11]=[C:12]([C:14]([F:15])([F:16])[F:17])[CH:13]=2)[CH2:6][CH2:7]1. (4) The product is: [F:1][C:2]1[CH:3]=[C:4]([N:8]2[C@@:12]3([CH2:17][CH2:16][NH:15][C@@H:14]([CH3:28])[CH2:13]3)[C:11](=[O:29])[C:10]([CH3:30])([CH3:31])[S:9]2(=[O:33])=[O:32])[CH:5]=[CH:6][CH:7]=1. Given the reactants [F:1][C:2]1[CH:3]=[C:4]([N:8]2[C@@:12]3([CH2:17][CH2:16][N:15](C(OCC4C=CC=CC=4)=O)[C@@H:14]([CH3:28])[CH2:13]3)[C:11](=[O:29])[C:10]([CH3:31])([CH3:30])[S:9]2(=[O:33])=[O:32])[CH:5]=[CH:6][CH:7]=1, predict the reaction product. (5) Given the reactants [CH2:1]([O:8][CH2:9][CH2:10][CH2:11][O:12][C:13]1[CH:18]=[CH:17][C:16]([CH:19]2[CH2:24][CH2:23][N:22]([C:25]([O:27][C:28]([CH3:31])([CH3:30])[CH3:29])=[O:26])[CH2:21][CH:20]2[OH:32])=[CH:15][CH:14]=1)[C:2]1[CH:7]=[CH:6][CH:5]=[CH:4][CH:3]=1.Br.Br[CH2:35][C:36]1[CH:45]=[C:44]2[C:39]([CH:40]=[CH:41][CH:42]=[N:43]2)=[CH:38][CH:37]=1, predict the reaction product. The product is: [CH2:1]([O:8][CH2:9][CH2:10][CH2:11][O:12][C:13]1[CH:18]=[CH:17][C:16]([CH:19]2[CH2:24][CH2:23][N:22]([C:25]([O:27][C:28]([CH3:29])([CH3:31])[CH3:30])=[O:26])[CH2:21][CH:20]2[O:32][CH2:35][C:36]2[CH:45]=[C:44]3[C:39]([CH:40]=[CH:41][CH:42]=[N:43]3)=[CH:38][CH:37]=2)=[CH:15][CH:14]=1)[C:2]1[CH:3]=[CH:4][CH:5]=[CH:6][CH:7]=1.